Dataset: Reaction yield outcomes from USPTO patents with 853,638 reactions. Task: Predict the reaction yield, written as a fraction of the theoretical maximum amount of product (1.0 means a 100% yield; for example, 0.34 means a 34% yield). The reactants are C(N(CCCC)C(C1N=C(C2C=CC(C(O)=O)=CC=2C(N2CCC3C(=CC=CC=3)C2)=O)N(C)C=1)=O)CCC.[CH2:39]([N:43]([CH2:74][CH2:75][CH2:76][CH3:77])[C:44]([C:46]1[N:47]=[CH:48][N:49]([CH3:73])[C:50]=1[C:51]1[CH:60]=[CH:59][C:54]([C:55]([O:57]C)=[O:56])=[CH:53][C:52]=1[C:61]([N:63]1[CH2:72][CH2:71][C:70]2[C:65](=[CH:66][CH:67]=[CH:68][CH:69]=2)[CH2:64]1)=[O:62])=[O:45])[CH2:40][CH2:41][CH3:42]. No catalyst specified. The yield is 0.770. The product is [CH2:39]([N:43]([CH2:74][CH2:75][CH2:76][CH3:77])[C:44]([C:46]1[N:47]=[CH:48][N:49]([CH3:73])[C:50]=1[C:51]1[CH:60]=[CH:59][C:54]([C:55]([OH:57])=[O:56])=[CH:53][C:52]=1[C:61]([N:63]1[CH2:72][CH2:71][C:70]2[C:65](=[CH:66][CH:67]=[CH:68][CH:69]=2)[CH2:64]1)=[O:62])=[O:45])[CH2:40][CH2:41][CH3:42].